This data is from Reaction yield outcomes from USPTO patents with 853,638 reactions. The task is: Predict the reaction yield, written as a fraction of the theoretical maximum amount of product (1.0 means a 100% yield; for example, 0.34 means a 34% yield). The reactants are [CH:1]([Si:4](Cl)([CH:8]([CH3:10])[CH3:9])[CH:5]([CH3:7])[CH3:6])([CH3:3])[CH3:2].[N:12]([C@H:15]1[C@@H:21]([CH2:22][O:23][CH2:24][C:25]2[CH:30]=[CH:29][CH:28]=[CH:27][CH:26]=2)[O:20][CH:18]([OH:19])[C@H:17]([OH:31])[C@H:16]1[O:32][CH2:33][C:34]1[CH:39]=[CH:38][CH:37]=[CH:36][CH:35]=1)=[N+:13]=[N-:14].N1C=CN=C1. The catalyst is CN(C)C1C=CN=CC=1.CN(C)C=O. The product is [N:12]([C@H:15]1[C@@H:21]([CH2:22][O:23][CH2:24][C:25]2[CH:30]=[CH:29][CH:28]=[CH:27][CH:26]=2)[O:20][C@@H:18]([O:19][Si:4]([CH:8]([CH3:10])[CH3:9])([CH:5]([CH3:7])[CH3:6])[CH:1]([CH3:3])[CH3:2])[C@H:17]([OH:31])[C@H:16]1[O:32][CH2:33][C:34]1[CH:39]=[CH:38][CH:37]=[CH:36][CH:35]=1)=[N+:13]=[N-:14]. The yield is 0.590.